Task: Regression. Given two drug SMILES strings and cell line genomic features, predict the synergy score measuring deviation from expected non-interaction effect.. Dataset: NCI-60 drug combinations with 297,098 pairs across 59 cell lines Drug 1: C1=NC2=C(N1)C(=S)N=C(N2)N. Drug 2: C1=NC2=C(N=C(N=C2N1C3C(C(C(O3)CO)O)O)F)N. Cell line: OVCAR-8. Synergy scores: CSS=29.9, Synergy_ZIP=-8.50, Synergy_Bliss=-8.88, Synergy_Loewe=-13.9, Synergy_HSA=-6.05.